From a dataset of Reaction yield outcomes from USPTO patents with 853,638 reactions. Predict the reaction yield, written as a fraction of the theoretical maximum amount of product (1.0 means a 100% yield; for example, 0.34 means a 34% yield). (1) The reactants are [CH:1]([C:4]1[C:8]([C:9](OCC)=[O:10])=[C:7]([CH:14]([CH3:16])[CH3:15])[O:6][N:5]=1)([CH3:3])[CH3:2].[H-].[Al+3].[Li+].[H-].[H-].[H-]. The catalyst is O1CCCC1. The product is [CH:1]([C:4]1[C:8]([CH2:9][OH:10])=[C:7]([CH:14]([CH3:16])[CH3:15])[O:6][N:5]=1)([CH3:3])[CH3:2]. The yield is 0.870. (2) The reactants are [F:1][C:2]([F:17])([F:16])[C:3]1[CH:4]=[C:5]([C:9]2[N:14]=[CH:13][C:12]([NH2:15])=[CH:11][N:10]=2)[CH:6]=[CH:7][CH:8]=1.[N+:18]([C:21]1[CH:29]=[CH:28][C:27]([N:30]2[CH2:35][CH2:34][CH2:33][CH2:32][CH2:31]2)=[CH:26][C:22]=1[C:23](O)=[O:24])([O-:20])=[O:19].CCN=C=NCCCN(C)C.Cl. The catalyst is ClCCl.CN(C)C1C=CN=CC=1.O. The product is [N+:18]([C:21]1[CH:29]=[CH:28][C:27]([N:30]2[CH2:35][CH2:34][CH2:33][CH2:32][CH2:31]2)=[CH:26][C:22]=1[C:23]([NH:15][C:12]1[CH:13]=[N:14][C:9]([C:5]2[CH:6]=[CH:7][CH:8]=[C:3]([C:2]([F:1])([F:16])[F:17])[CH:4]=2)=[N:10][CH:11]=1)=[O:24])([O-:20])=[O:19]. The yield is 0.270. (3) The reactants are [CH3:1][O:2][C:3](=[O:29])[C:4]1[CH:9]=[CH:8][CH:7]=[C:6]([CH2:10][N:11]([C:22]2[CH:27]=[CH:26][CH:25]=[CH:24][C:23]=2I)[C:12](=[O:21])[C:13]#[C:14][C:15]2[CH:20]=[CH:19][CH:18]=[CH:17][CH:16]=2)[CH:5]=1.[Br-].[CH3:31][CH:32]([CH3:36])[CH2:33][CH2:34][Zn+]. The catalyst is C(Cl)Cl.C(OCC)(=O)C. The product is [CH3:1][O:2][C:3](=[O:29])[C:4]1[CH:9]=[CH:8][CH:7]=[C:6]([CH2:10][N:11]2[C:22]3[C:27](=[CH:26][CH:25]=[CH:24][CH:23]=3)/[C:13](=[C:14](/[C:15]3[CH:20]=[CH:19][CH:18]=[CH:17][CH:16]=3)\[CH2:34][CH2:33][CH:32]([CH3:36])[CH3:31])/[C:12]2=[O:21])[CH:5]=1. The yield is 0.280. (4) The reactants are [F:1][C:2]1[CH:11]=[CH:10][C:5]([C:6]([O:8][CH3:9])=[O:7])=[CH:4][C:3]=1[N+:12]([O-])=O. The catalyst is [Pd].C(O)C. The product is [NH2:12][C:3]1[CH:4]=[C:5]([CH:10]=[CH:11][C:2]=1[F:1])[C:6]([O:8][CH3:9])=[O:7]. The yield is 0.910. (5) The catalyst is C(Cl)Cl. The product is [ClH:34].[F:1][C:2]1[CH:3]=[C:4]2[C:9](=[CH:10][CH:11]=1)[N:8]=[C:7]([C:12]1[CH:17]=[CH:16][CH:15]=[CH:14][C:13]=1[OH:18])[N:6]=[C:5]2[N:19]1[CH2:24][CH2:23][N:22]([C:25](=[O:33])[C@H:26]([OH:32])[CH2:27][C:28]([CH3:29])([CH3:30])[CH3:31])[CH2:21][CH2:20]1. The yield is 0.920. The reactants are [F:1][C:2]1[CH:3]=[C:4]2[C:9](=[CH:10][CH:11]=1)[N:8]=[C:7]([C:12]1[CH:17]=[CH:16][CH:15]=[CH:14][C:13]=1[OH:18])[N:6]=[C:5]2[N:19]1[CH2:24][CH2:23][N:22]([C:25](=[O:33])[C@H:26]([OH:32])[CH2:27][C:28]([CH3:31])([CH3:30])[CH3:29])[CH2:21][CH2:20]1.[ClH:34].CCOCC. (6) The reactants are C[Si](C)(C)[O:3][C:4](=[CH2:19])[CH2:5][CH:6]1[CH2:11][CH2:10][N:9]([C:12]([O:14][C:15]([CH3:18])([CH3:17])[CH3:16])=[O:13])[CH2:8][CH2:7]1.C(=O)(O)[O-].[Na+].[Br:27]N1C(=O)CCC1=O. The catalyst is C1COCC1. The product is [Br:27][CH2:3][C:4](=[O:19])[CH2:5][CH:6]1[CH2:11][CH2:10][N:9]([C:12]([O:14][C:15]([CH3:18])([CH3:17])[CH3:16])=[O:13])[CH2:8][CH2:7]1. The yield is 1.10. (7) The reactants are C1(N[C:8]2[C:9]3[S:28][CH2:27][CH2:26][C:10]=3N=C(N3CCN(C4C=CC=CC=4)CC3)N=2)CCCCC1.[NH2:29][C:30]([NH2:32])=[O:31].C.[OH-:34].[Na+]. No catalyst specified. The product is [N:29]1[C:10]2[CH:26]=[CH:27][S:28][C:9]=2[C:8]([OH:34])=[N:32][C:30]=1[OH:31]. The yield is 0.750. (8) The reactants are Br[C:2]1[CH:11]=C[C:5](C(OC)=O)=[C:4]([F:12])[CH:3]=1.[B:22]1([B:22]2[O:26][C:25]([CH3:28])([CH3:27])[C:24]([CH3:30])([CH3:29])[O:23]2)[O:26][C:25]([CH3:28])([CH3:27])[C:24]([CH3:30])([CH3:29])[O:23]1.[C:31]([O-:34])(=[O:33])[CH3:32].[K+].O1CCOC[CH2:37]1. The catalyst is C1C=CC(P(C2C=CC=CC=2)[C-]2C=CC=C2)=CC=1.C1C=CC(P(C2C=CC=CC=2)[C-]2C=CC=C2)=CC=1.Cl[Pd]Cl.[Fe+2]. The product is [F:12][C:4]1[CH:5]=[C:32]([CH:11]=[CH:2][C:3]=1[B:22]1[O:23][C:24]([CH3:29])([CH3:30])[C:25]([CH3:27])([CH3:28])[O:26]1)[C:31]([O:34][CH3:37])=[O:33]. The yield is 0.790. (9) The catalyst is CN(C=O)C. The reactants are [Li+].[CH:2]([N:5]1[C:9]([C:10]2[N:19]=[C:18]3[N:12]([CH2:13][CH2:14][O:15][C:16]4[CH:23]=[C:22]([NH:24][CH2:25][C:26]([O-])=[O:27])[CH:21]=[CH:20][C:17]=43)[CH:11]=2)=[N:8][CH:7]=[N:6]1)([CH3:4])[CH3:3].C([N:31]=C=NCCCN(C)C)C.O.ON1C2C=CC=CC=2N=N1.CCN(C(C)C)C(C)C.[Cl-].[NH4+]. The product is [CH:2]([N:5]1[C:9]([C:10]2[N:19]=[C:18]3[C:17]4[CH:20]=[CH:21][C:22]([NH:24][CH2:25][C:26]([NH2:31])=[O:27])=[CH:23][C:16]=4[O:15][CH2:14][CH2:13][N:12]3[CH:11]=2)=[N:8][CH:7]=[N:6]1)([CH3:4])[CH3:3]. The yield is 0.370.